Dataset: Reaction yield outcomes from USPTO patents with 853,638 reactions. Task: Predict the reaction yield, written as a fraction of the theoretical maximum amount of product (1.0 means a 100% yield; for example, 0.34 means a 34% yield). (1) The reactants are [CH2:1]([O:8][C:9]1[CH:10]=[C:11]2[C:16](=[CH:17][C:18]=1[O:19][CH3:20])[CH:15](/[CH:21]=[CH:22]/[C:23]1[CH:28]=[C:27]([O:29][CH2:30][C:31]3[CH:36]=[CH:35][CH:34]=[CH:33][CH:32]=3)[C:26]([O:37][CH3:38])=[CH:25][C:24]=1[CH3:39])[NH:14][CH2:13][CH2:12]2)[C:2]1[CH:7]=[CH:6][CH:5]=[CH:4][CH:3]=1.[C:40]([N:44]=[C:45]=[O:46])([CH3:43])([CH3:42])[CH3:41]. The catalyst is C(Cl)Cl. The product is [CH2:1]([O:8][C:9]1[CH:10]=[C:11]2[C:16](=[CH:17][C:18]=1[O:19][CH3:20])[CH:15](/[CH:21]=[CH:22]/[C:23]1[CH:28]=[C:27]([O:29][CH2:30][C:31]3[CH:32]=[CH:33][CH:34]=[CH:35][CH:36]=3)[C:26]([O:37][CH3:38])=[CH:25][C:24]=1[CH3:39])[N:14]([C:45]([NH:44][C:40]([CH3:43])([CH3:42])[CH3:41])=[O:46])[CH2:13][CH2:12]2)[C:2]1[CH:7]=[CH:6][CH:5]=[CH:4][CH:3]=1. The yield is 0.210. (2) The reactants are [CH3:1][O:2][C:3]1[CH:4]=[C:5]([CH:17]=[CH:18][C:19]=1[O:20][CH2:21][C:22]1[N:23]=[C:24]([C:28]2[CH:33]=[CH:32][CH:31]=[CH:30][CH:29]=2)[O:25][C:26]=1[CH3:27])[CH2:6][O:7][C:8]1[C:12]([C:13]([OH:15])=O)=[CH:11][N:10]([CH3:16])[N:9]=1.Cl.C([N:37]=C=NCCCN(C)C)C.CN(C)C=O. The catalyst is O. The product is [CH3:1][O:2][C:3]1[CH:4]=[C:5]([CH:17]=[CH:18][C:19]=1[O:20][CH2:21][C:22]1[N:23]=[C:24]([C:28]2[CH:29]=[CH:30][CH:31]=[CH:32][CH:33]=2)[O:25][C:26]=1[CH3:27])[CH2:6][O:7][C:8]1[C:12]([C:13]([NH2:37])=[O:15])=[CH:11][N:10]([CH3:16])[N:9]=1. The yield is 0.790.